This data is from Catalyst prediction with 721,799 reactions and 888 catalyst types from USPTO. The task is: Predict which catalyst facilitates the given reaction. Reactant: Cl.[CH3:2][O:3][NH2:4].[CH:5]([C:7]1[CH:36]=[CH:35][CH:34]=[CH:33][C:8]=1[O:9][CH:10]1[CH2:15][CH2:14][N:13]([C:16](=[O:32])[CH2:17][NH:18][C:19]([C:21]2[CH:25]=[C:24]([C:26]3[CH:31]=[CH:30][CH:29]=[CH:28][CH:27]=3)[NH:23][N:22]=2)=[O:20])[CH2:12][CH2:11]1)=O.C([O-])(=O)C.[Na+]. Product: [CH3:2][O:3][N:4]=[CH:5][C:7]1[CH:36]=[CH:35][CH:34]=[CH:33][C:8]=1[O:9][CH:10]1[CH2:15][CH2:14][N:13]([C:16](=[O:32])[CH2:17][NH:18][C:19]([C:21]2[CH:25]=[C:24]([C:26]3[CH:27]=[CH:28][CH:29]=[CH:30][CH:31]=3)[NH:23][N:22]=2)=[O:20])[CH2:12][CH2:11]1. The catalyst class is: 24.